Dataset: Human liver microsome stability data. Task: Regression/Classification. Given a drug SMILES string, predict its absorption, distribution, metabolism, or excretion properties. Task type varies by dataset: regression for continuous measurements (e.g., permeability, clearance, half-life) or binary classification for categorical outcomes (e.g., BBB penetration, CYP inhibition). Dataset: hlm. (1) The drug is Nc1ccc(C2CCCCC2)nc1C(=O)Nc1cnccc1[C@@H]1CCC[C@H](N)C1. The result is 0 (unstable in human liver microsomes). (2) The drug is Oc1c2ccc(OCc3ccc(OC(F)(F)F)cc3)cc2nc2cc(F)cc(F)c12. The result is 0 (unstable in human liver microsomes). (3) The compound is COC(=O)Nc1ccc2c(c1)C[C@@H](C(=O)OC)CCCC[C@H](NC(=O)C=Cc1cc(Cl)ccc1-n1cnnn1)c1nc-2c[nH]1. The result is 1 (stable in human liver microsomes).